Dataset: Forward reaction prediction with 1.9M reactions from USPTO patents (1976-2016). Task: Predict the product of the given reaction. (1) Given the reactants IC.[Br:3][C:4]1[CH:5]=[C:6]([CH:10]([CH:17]2[CH2:19][CH2:18]2)[NH:11][S:12]([CH2:15][CH3:16])(=[O:14])=[O:13])[CH:7]=[N:8][CH:9]=1.[C:20](=O)([O-])[O-].[K+].[K+], predict the reaction product. The product is: [Br:3][C:4]1[CH:5]=[C:6]([CH:10]([CH:17]2[CH2:19][CH2:18]2)[N:11]([CH3:20])[S:12]([CH2:15][CH3:16])(=[O:13])=[O:14])[CH:7]=[N:8][CH:9]=1. (2) Given the reactants [Br:1][C:2]1[CH:10]=[CH:9][C:5]([C:6]([OH:8])=[O:7])=[C:4]([Cl:11])[CH:3]=1.C(OC(O[C:15]([CH3:18])([CH3:17])[CH3:16])=O)(O[C:15]([CH3:18])([CH3:17])[CH3:16])=O.C(N(CC)CC)C, predict the reaction product. The product is: [Br:1][C:2]1[CH:10]=[CH:9][C:5]([C:6]([O:8][C:15]([CH3:18])([CH3:17])[CH3:16])=[O:7])=[C:4]([Cl:11])[CH:3]=1. (3) The product is: [O:49]=[C:29]1[CH:30]=[C:31]([NH:34][C:35](=[O:48])[CH2:36][C:37]2[CH:42]=[CH:41][CH:40]=[C:39]([O:43][C:44]([F:47])([F:45])[F:46])[CH:38]=2)[CH:32]=[CH:33][N:28]1[CH2:27][CH2:26][CH2:25][CH2:24][N:21]1[CH:16]=[C:15]([C:14]([O:18][CH2:19][CH3:20])=[O:17])[N:23]=[N:22]1. Given the reactants CC(O)=O.CCN(C(C)C)C(C)C.[C:14]([O:18][CH2:19][CH3:20])(=[O:17])[C:15]#[CH:16].[N:21]([CH2:24][CH2:25][CH2:26][CH2:27][N:28]1[CH:33]=[CH:32][C:31]([NH:34][C:35](=[O:48])[CH2:36][C:37]2[CH:42]=[CH:41][CH:40]=[C:39]([O:43][C:44]([F:47])([F:46])[F:45])[CH:38]=2)=[CH:30][C:29]1=[O:49])=[N+:22]=[N-:23], predict the reaction product. (4) Given the reactants [F:1][C:2]([F:7])([F:6])[C:3]([OH:5])=[O:4].[CH2:8]([S:10]([N:13]1[CH2:18][CH2:17][CH:16]([C:19]2[C:27]3[C:22](=[C:23]([C:38]([NH2:40])=[O:39])[CH:24]=[C:25]([C:28]4[CH:33]=[C:32]([CH2:34][NH:35][CH3:36])[CH:31]=[C:30]([F:37])[CH:29]=4)[CH:26]=3)[NH:21][CH:20]=2)[CH2:15][CH2:14]1)(=[O:12])=[O:11])[CH3:9].[CH3:41]N, predict the reaction product. The product is: [F:1][C:2]([F:7])([F:6])[C:3]([OH:5])=[O:4].[CH2:8]([S:10]([N:13]1[CH2:18][CH2:17][CH:16]([C:19]2[C:27]3[C:22](=[C:23]([C:38]([NH2:40])=[O:39])[CH:24]=[C:25]([C:28]4[CH:33]=[C:32]([CH2:34][N:35]5[CH2:3][CH2:2][CH2:41][CH2:36]5)[CH:31]=[C:30]([F:37])[CH:29]=4)[CH:26]=3)[NH:21][CH:20]=2)[CH2:15][CH2:14]1)(=[O:11])=[O:12])[CH3:9]. (5) Given the reactants [CH:1]([N:4](CC)C(C)C)(C)[CH3:2].BrCC#N.[C:14]([O:18][C:19]([NH:21][C@@H:22]([CH2:26][CH2:27][CH2:28][CH2:29][NH:30][C:31](=[O:48])[C@@H:32]([NH:40][C:41]([O:43][C:44]([CH3:47])([CH3:46])[CH3:45])=[O:42])[CH2:33][S:34][S:35][C:36]([CH3:39])([CH3:38])[CH3:37])[C:23]([OH:25])=[O:24])=[O:20])([CH3:17])([CH3:16])[CH3:15], predict the reaction product. The product is: [C:14]([O:18][C:19]([NH:21][C@@H:22]([CH2:26][CH2:27][CH2:28][CH2:29][NH:30][C:31](=[O:48])[C@@H:32]([NH:40][C:41]([O:43][C:44]([CH3:47])([CH3:46])[CH3:45])=[O:42])[CH2:33][S:34][S:35][C:36]([CH3:38])([CH3:39])[CH3:37])[C:23]([O:25][CH2:2][C:1]#[N:4])=[O:24])=[O:20])([CH3:15])([CH3:16])[CH3:17]. (6) Given the reactants [CH3:1][O:2][C:3]([C:29]1[N:33](COCC[Si](C)(C)C)[C:32]2[CH:42]=[C:43]([C:46]#[N:47])[CH:44]=[CH:45][C:31]=2[N:30]=1)([C:5]1[C:13]([S:14]([CH3:17])(=[O:16])=[O:15])=[CH:12][C:11]([CH3:18])=[C:10]2[C:6]=1[CH:7]=[CH:8][N:9]2S(C1C=CC(C)=CC=1)(=O)=O)[CH3:4].COC(C1N(COCC[Si](C)(C)C)C2C=CC(C#N)=CC=2N=1)(C1C(S(C)(=O)=O)=CC(C)=C2C=1C=CN2S(C1C=CC(C)=CC=1)(=O)=O)C, predict the reaction product. The product is: [CH3:1][O:2][C:3]([C:29]1[NH:30][C:31]2[CH:45]=[CH:44][C:43]([C:46]#[N:47])=[CH:42][C:32]=2[N:33]=1)([C:5]1[C:13]([S:14]([CH3:17])(=[O:16])=[O:15])=[CH:12][C:11]([CH3:18])=[C:10]2[C:6]=1[CH:7]=[CH:8][NH:9]2)[CH3:4]. (7) Given the reactants [O:1]=[C:2]1[CH2:6][CH2:5][CH2:4][N:3]1[C:7]12[CH2:15][CH:11]3[CH2:12][CH:13]([CH2:14]1)[C:9](C(O)=O)([CH2:10]3)[CH2:8]2.OS(O)(=O)=O.[N-:24]=[N+]=[N-].[Na+], predict the reaction product. The product is: [NH2:24][C:9]12[CH2:10][CH:11]3[CH2:15][C:7]([N:3]4[CH2:4][CH2:5][CH2:6][C:2]4=[O:1])([CH2:14][CH:13]1[CH2:12]3)[CH2:8]2.